This data is from Full USPTO retrosynthesis dataset with 1.9M reactions from patents (1976-2016). The task is: Predict the reactants needed to synthesize the given product. (1) Given the product [F:28][C:29]([F:35])([F:34])[S:30]([O-:33])(=[O:32])=[O:31].[CH3:42][C:36]1[CH:41]=[CH:40][C:39]([S+:7]([C:9]2[CH:10]=[CH:11][CH:12]=[CH:13][CH:14]=2)[C:1]2[CH:6]=[CH:5][CH:4]=[CH:3][CH:2]=2)=[CH:38][CH:37]=1, predict the reactants needed to synthesize it. The reactants are: [C:1]1([S:7]([C:9]2[CH:14]=[CH:13][CH:12]=[CH:11][CH:10]=2)=O)[CH:6]=[CH:5][CH:4]=[CH:3][CH:2]=1.FC(F)(F)C(OC(=O)C(F)(F)F)=O.[F:28][C:29]([F:35])([F:34])[S:30]([OH:33])(=[O:32])=[O:31].[C:36]1([CH3:42])[CH:41]=[CH:40][CH:39]=[CH:38][CH:37]=1. (2) Given the product [C:1]([O:5][C:6](=[O:7])[NH:8][C:9]1([C:12]2[CH:20]=[CH:19][C:15]([C:16]3[O:18][N:36]=[C:35]([CH:37]4[CH2:39][CH2:38]4)[N:34]=3)=[CH:14][N:13]=2)[CH2:10][CH2:11]1)([CH3:2])([CH3:3])[CH3:4], predict the reactants needed to synthesize it. The reactants are: [C:1]([O:5][C:6]([NH:8][C:9]1([C:12]2[CH:20]=[CH:19][C:15]([C:16]([OH:18])=O)=[CH:14][N:13]=2)[CH2:11][CH2:10]1)=[O:7])([CH3:4])([CH3:3])[CH3:2].C1N=CN(C(N2C=NC=C2)=O)C=1.O[NH:34][C:35]([CH:37]1[CH2:39][CH2:38]1)=[NH:36]. (3) Given the product [Si:1]([O:8][CH2:9][CH2:10][CH2:11][C:12]1[CH:17]=[CH:16][C:15]([C:18]2[CH:23]=[CH:22][C:21]([C:24]([OH:26])=[O:25])=[CH:20][CH:19]=2)=[C:14]([O:28][CH3:29])[CH:13]=1)([C:4]([CH3:5])([CH3:7])[CH3:6])([CH3:2])[CH3:3], predict the reactants needed to synthesize it. The reactants are: [Si:1]([O:8][CH2:9][CH2:10][CH2:11][C:12]1[CH:17]=[CH:16][C:15]([C:18]2[CH:23]=[CH:22][C:21]([C:24]([O:26]C)=[O:25])=[CH:20][CH:19]=2)=[C:14]([O:28][CH3:29])[CH:13]=1)([C:4]([CH3:7])([CH3:6])[CH3:5])([CH3:3])[CH3:2].[Li+].[OH-]. (4) Given the product [CH2:21]([C:3]1[S:4][C:5]2[N:6]=[CH:7][N:8]=[C:9]([NH:11][CH:12]3[CH2:17][CH2:16][CH:15]([N:18]([CH3:20])[CH3:19])[CH2:14][CH2:13]3)[C:10]=2[C:2]=1[C:28]1[CH:33]=[CH:32][CH:31]=[CH:30][N:29]=1)[CH3:22], predict the reactants needed to synthesize it. The reactants are: Br[C:2]1[C:10]2[C:9]([NH:11][CH:12]3[CH2:17][CH2:16][CH:15]([N:18]([CH3:20])[CH3:19])[CH2:14][CH2:13]3)=[N:8][CH:7]=[N:6][C:5]=2[S:4][C:3]=1[CH2:21][CH3:22].C([Sn](CCCC)(CCCC)[C:28]1[CH:33]=[CH:32][CH:31]=[CH:30][N:29]=1)CCC. (5) Given the product [CH3:26][C:27]1[N:28]=[C:29]([CH3:56])[N:30]2[C:35]=1[C:34]([O:36][C:37]1[CH:38]=[C:39]([O:47][CH3:48])[C:40]([O:45][CH3:46])=[C:41]([O:43][CH3:44])[CH:42]=1)=[N:33][C:32]([C:49]1[CH:50]=[CH:51][C:52]([NH:53][C:1](=[O:4])[CH3:2])=[CH:54][CH:55]=1)=[N:31]2, predict the reactants needed to synthesize it. The reactants are: [C:1]([OH:4])(=O)[CH3:2].C1C=CC2N(O)N=NC=2C=1.CN1CCOCC1.C(Cl)CCl.[CH3:26][C:27]1[N:28]=[C:29]([CH3:56])[N:30]2[C:35]=1[C:34]([O:36][C:37]1[CH:42]=[C:41]([O:43][CH3:44])[C:40]([O:45][CH3:46])=[C:39]([O:47][CH3:48])[CH:38]=1)=[N:33][C:32]([C:49]1[CH:55]=[CH:54][C:52]([NH2:53])=[CH:51][CH:50]=1)=[N:31]2.